Dataset: Forward reaction prediction with 1.9M reactions from USPTO patents (1976-2016). Task: Predict the product of the given reaction. (1) Given the reactants CC(C)([O-])C.[K+].[Cl:7][C:8]1[N:13]=[CH:12][C:11]2[C:14]([CH3:18])([CH3:17])[CH2:15][NH:16][C:10]=2[CH:9]=1.[C:19](O[C:19]([O:21][C:22]([CH3:25])([CH3:24])[CH3:23])=[O:20])([O:21][C:22]([CH3:25])([CH3:24])[CH3:23])=[O:20], predict the reaction product. The product is: [C:22]([O:21][C:19]([N:16]1[C:10]2[CH:9]=[C:8]([Cl:7])[N:13]=[CH:12][C:11]=2[C:14]([CH3:18])([CH3:17])[CH2:15]1)=[O:20])([CH3:25])([CH3:24])[CH3:23]. (2) Given the reactants [O:1]1[CH2:5][CH2:4][CH2:3][CH:2]1[CH2:6][CH2:7][OH:8].[H-].[Na+].Cl[C:12]1[CH:17]=[CH:16][C:15]([N+:18]([O-:20])=[O:19])=[CH:14][C:13]=1[O:21][CH3:22], predict the reaction product. The product is: [CH3:22][O:21][C:13]1[CH:14]=[C:15]([N+:18]([O-:20])=[O:19])[CH:16]=[CH:17][C:12]=1[O:8][CH2:7][CH2:6][CH:2]1[CH2:3][CH2:4][CH2:5][O:1]1.